This data is from Full USPTO retrosynthesis dataset with 1.9M reactions from patents (1976-2016). The task is: Predict the reactants needed to synthesize the given product. (1) The reactants are: [CH3:1][CH:2]([C:5]1[C:9]([CH2:10][OH:11])=[CH:8][N:7]([C:12]2[CH:17]=[CH:16][C:15]([C:18]([F:21])([F:20])[F:19])=[CH:14][N:13]=2)[N:6]=1)[CH2:3][CH3:4]. Given the product [CH3:1][CH:2]([C:5]1[C:9]([CH:10]=[O:11])=[CH:8][N:7]([C:12]2[CH:17]=[CH:16][C:15]([C:18]([F:21])([F:19])[F:20])=[CH:14][N:13]=2)[N:6]=1)[CH2:3][CH3:4], predict the reactants needed to synthesize it. (2) Given the product [C:10]([C:14]1[N:15]=[C:16]([N:23]2[CH2:24][CH2:25][CH:26]([C:29]3[CH:38]=[CH:37][C:36]4[C:31](=[N:32][CH:33]=[CH:34][CH:35]=4)[N:30]=3)[CH2:27][CH2:28]2)[C:17]([CH3:21])=[C:18]([Cl:20])[N:19]=1)([CH3:11])([CH3:12])[CH3:13], predict the reactants needed to synthesize it. The reactants are: C(N(C(C)C)CC)(C)C.[C:10]([C:14]1[N:19]=[C:18]([Cl:20])[C:17]([CH3:21])=[C:16](Cl)[N:15]=1)([CH3:13])([CH3:12])[CH3:11].[NH:23]1[CH2:28][CH2:27][CH:26]([C:29]2[CH:38]=[CH:37][C:36]3[C:31](=[N:32][CH:33]=[CH:34][CH:35]=3)[N:30]=2)[CH2:25][CH2:24]1.N1C2C(=CC=CN=2)C=CC=1.C(=O)(O)[O-].[Na+]. (3) The reactants are: O=[C:2]1[C:9]2[CH:8]=[C:7]([C:10]([O:12][CH3:13])=[O:11])[NH:6][C:5]=2[CH2:4][CH2:3]1.C1C2C(=CC=CC=2)C=CC=1[Mg]Br.N#N.C[C:29]1[CH:30]=[C:31]([CH:45]=[CH:46][C:47]=1C)/[CH:32]=[C:33]1\CC[C:36]2NC(C(OC)=O)=[CH:39][C:40]\1=2. Given the product [CH:39]1[C:30]2[C:31](=[CH:45][CH:46]=[CH:47][CH:29]=2)[CH:32]=[CH:33][C:40]=1[CH2:36][CH:2]1[C:9]2[CH:8]=[C:7]([C:10]([O:12][CH3:13])=[O:11])[NH:6][C:5]=2[CH2:4][CH2:3]1, predict the reactants needed to synthesize it. (4) Given the product [CH:28]([C:2]1[CH:3]=[CH:4][C:5]([N+:25]([O-:27])=[O:26])=[C:6]([NH:8][CH:9]2[CH2:14][CH2:13][N:12]([C@H:15]3[CH2:20][CH2:19][C@H:18]([O:21][CH2:22][CH2:23][CH3:24])[CH2:17][CH2:16]3)[CH2:11][CH2:10]2)[CH:7]=1)=[CH2:29], predict the reactants needed to synthesize it. The reactants are: Br[C:2]1[CH:3]=[CH:4][C:5]([N+:25]([O-:27])=[O:26])=[C:6]([NH:8][CH:9]2[CH2:14][CH2:13][N:12]([C@H:15]3[CH2:20][CH2:19][C@H:18]([O:21][CH2:22][CH2:23][CH3:24])[CH2:17][CH2:16]3)[CH2:11][CH2:10]2)[CH:7]=1.[CH2:28](C([Sn])=C(CCCC)CCCC)[CH2:29]CC.C1(P(C2C=CC=CC=2)C2C=CC=CC=2)C=CC=CC=1. (5) Given the product [CH2:1]([CH:5]1[CH2:8][C:7]([C:9]([OH:11])=[O:10])=[CH:6]1)[CH:2]([CH3:4])[CH3:3], predict the reactants needed to synthesize it. The reactants are: [CH2:1]([CH:5]1[CH2:8][CH:7]([C:9]([O:11]CC)=[O:10])[CH:6]1N1CCCCC1)[CH:2]([CH3:4])[CH3:3].C1(C)C=CC(S(OC)(=O)=O)=CC=1.